Dataset: Full USPTO retrosynthesis dataset with 1.9M reactions from patents (1976-2016). Task: Predict the reactants needed to synthesize the given product. (1) Given the product [C:1]([O:4][C:5]1[CH:6]=[C:7]2[C:12](=[CH:13][CH:14]=1)[N:11]=[C:10]([C:15]1[CH:20]=[CH:19][CH:18]=[C:17]([N+:21]([O-:23])=[O:22])[CH:16]=1)[N:9]=[C:8]2[NH:25][C:26]1[CH:27]=[C:28]2[C:32](=[CH:33][CH:34]=1)[N:31]([C:35]([O:37][C:38]([CH3:41])([CH3:40])[CH3:39])=[O:36])[N:30]=[CH:29]2)(=[O:3])[CH3:2], predict the reactants needed to synthesize it. The reactants are: [C:1]([O:4][C:5]1[CH:6]=[C:7]2[C:12](=[CH:13][CH:14]=1)[N:11]=[C:10]([C:15]1[CH:20]=[CH:19][CH:18]=[C:17]([N+:21]([O-:23])=[O:22])[CH:16]=1)[N:9]=[C:8]2Cl)(=[O:3])[CH3:2].[NH2:25][C:26]1[CH:27]=[C:28]2[C:32](=[CH:33][CH:34]=1)[N:31]([C:35]([O:37][C:38]([CH3:41])([CH3:40])[CH3:39])=[O:36])[N:30]=[CH:29]2. (2) Given the product [C:1]([C:4]1[S:8][C:7]([N:9]2[CH2:19][CH2:20][NH:21][C:22]2=[O:23])=[N:6][C:5]=1[CH3:10])(=[O:3])[CH3:2], predict the reactants needed to synthesize it. The reactants are: [C:1]([C:4]1[S:8][C:7]([NH2:9])=[N:6][C:5]=1[CH3:10])(=[O:3])[CH3:2].C(N(CC)CC)C.Cl[CH2:19][CH2:20][N:21]=[C:22]=[O:23]. (3) The reactants are: [F:1]C1C=CC(OC)=C2C=1N[C@@H](C)CC2.[Br:15][C:16]1[CH:25]=[CH:24][C:23]2[N:22]([C:26]([CH:28]3[CH2:30][CH2:29]3)=[O:27])[C@@H:21]([CH3:31])[CH2:20][CH2:19][C:18]=2[C:17]=1[OH:32]. Given the product [Br:15][C:16]1[C:17]([OH:32])=[C:18]2[C:23](=[C:24]([F:1])[CH:25]=1)[N:22]([C:26]([CH:28]1[CH2:30][CH2:29]1)=[O:27])[C@@H:21]([CH3:31])[CH2:20][CH2:19]2, predict the reactants needed to synthesize it. (4) Given the product [O:29]=[C:25]1[CH2:24][C:23]2[C:27](=[CH:28][C:20]([C:18]([C:17]3[CH:16]=[C:15]([NH:14][C:11]([C:7]4[CH:8]=[C:9]([CH3:10])[N:5]([C:1]([CH3:4])([CH3:3])[CH3:2])[N:6]=4)=[O:12])[CH:32]=[CH:31][CH:30]=3)=[O:19])=[CH:21][CH:22]=2)[NH:26]1, predict the reactants needed to synthesize it. The reactants are: [C:1]([N:5]1[C:9]([CH3:10])=[CH:8][C:7]([C:11](Cl)=[O:12])=[N:6]1)([CH3:4])([CH3:3])[CH3:2].[NH2:14][C:15]1[CH:16]=[C:17]([CH:30]=[CH:31][CH:32]=1)[C:18]([C:20]1[CH:28]=[C:27]2[C:23]([CH2:24][C:25](=[O:29])[NH:26]2)=[CH:22][CH:21]=1)=[O:19]. (5) Given the product [OH:31][C:32]1[CH:33]=[C:34]([C:7]2[C:16]3[C:11](=[C:12]([C:17]([F:19])([F:18])[F:20])[CH:13]=[CH:14][CH:15]=3)[N:10]=[CH:9][C:8]=2[C:21]([C:22]2[CH:27]=[CH:26][CH:25]=[CH:24][CH:23]=2)=[O:28])[CH:35]=[CH:36][CH:37]=1, predict the reactants needed to synthesize it. The reactants are: FC(F)(F)S(O[C:7]1[C:16]2[C:11](=[C:12]([C:17]([F:20])([F:19])[F:18])[CH:13]=[CH:14][CH:15]=2)[N:10]=[CH:9][C:8]=1[C:21](=[O:28])[C:22]1[CH:27]=[CH:26][CH:25]=[CH:24][CH:23]=1)(=O)=O.[OH:31][C:32]1[CH:33]=[C:34](B(O)O)[CH:35]=[CH:36][CH:37]=1.[O-]P([O-])([O-])=O.[K+].[K+].[K+].